This data is from Drug-target binding data from BindingDB using IC50 measurements. The task is: Regression. Given a target protein amino acid sequence and a drug SMILES string, predict the binding affinity score between them. We predict pIC50 (pIC50 = -log10(IC50 in M); higher means more potent). Dataset: bindingdb_ic50. (1) The small molecule is C[C@@H]1CN(C(=O)OC(C)(C)C)CCN1c1ncc(OCc2ccncc2C#N)cn1. The target protein (Q7TQP3) has sequence MESSFSFGVILAVLTILIIAVNALVVVAMLLSIYKNDGVGLCFTLNLAVADTLIGVAISGLVTDQLSSSAQHTQKTLCSLRMAFVTSSAAASVLTVMLIAFDRYLAIKQPLRYFQIMNGLVAGACIAGLWLVSYLIGFLPLGVSIFQQTTYHGPCSFFAVFHPRFVLTLSCAGFFPAVLLFVFFYCDMLKIASVHSQQIRKMEHAGAMAGAYRPPRSVNDFKAVRTIAVLIGSFTLSWSPFLITSIVQVACHKCCLYQVLEKYLWLLGVGNSLLNPLIYAYWQREVRQQLYHMALGVKKFFTSILLLLPARNRGPERTRESAYHIVTISHPELDG. The pIC50 is 7.0. (2) The small molecule is Fc1ccc(Nc2nc(Nc3ccc(F)c(F)c3)nc(N3CCN(Cc4ccccc4)CC3)n2)cc1F. The target protein sequence is MNEITSPEQYDLETTALKVPPHSIEAEQAVLGGLMLDNNAWERVSDSVSDGDFYRHDHRLIFRAIYKLAEANQPIDVVTLSEQLEKEGQLAQVGGLAYLGELAKNIPSVANIKAYAQIIRERATLRQLIGISNEIADSAFHPEGRGANEILDEAERKIFEVAEARPKTGGPVGISDILVKTIDRIDYLFNTTEALTGVSTGFTDLDEKTSGLQPADLIIVAGRPSMGKTTFAMNLVENAVMRTDKAVLVYSLEMPSDSIVMRMLSSLGRIDQTKVRSGKLDDEDWPRLTSAINLLNDKKLFIDDTAGISPSEMRARTRRLVREHGDLALIMIDYLQLMQIPGSSGDNRTNEISEISRSLKALAKEFNCPVIALSQLNRSLEQRPNKRPVNSDLRESGAIEQDADVIMFVYRDEVYHPETEFKGVAEIIIGKQRNGPIGTVRLAFIGKYTRFENLAAGMYNFEDE. The pIC50 is 5.2. (3) The compound is Cc1ccc(Cl)cc1S(=O)(=O)Nc1ccc(Cl)c(Cl)c1. The target protein sequence is MENNSTERYIFKPNFLGEGSYGKVYKAYDTILKKEVAIKKMKLNEISNYIDDCGINFVLLREIKIMKEIKHKNIMSALDLYCEKDYINLVMEIMDYDLSKIINRKIFLTDSQKKCILLQILNGLNVLHKYYFMHRDLSPANIFINKKGEVKLADFGLCTKYGYDMYSDKLFRDKYKKNLNLTSKVVTLWYRAPELLLGSNKYNSSIDMWSFGCIFAELLLQKALFPGENEIDQLGKIFFLLGTPNENNWPEALCLPLYTEFTKATKKDFKTYFKIDDDDCIDLLTSFLKLNAHERISAEDAMKHRYFFNDPLPCDISQLPFNDL. The pIC50 is 4.8. (4) The pIC50 is 5.2. The target protein sequence is MSGYQQGGGHYNDGYGHQEHGDSFYQDEHGQAYYDHDYGDGYYDRSGYYGPDSNHNQQEGGYYDAGQPHDDYYGDHYYDQGNGQQGYDNRGRRRGDSEEDSETFSDFTMRSETARAADMDYYGRGDERYNSYADSQYGGRGYGYRPPSSQISYGANRSSGASTPVYGMDYGNALPAGQRSREPYPAWASDGQVPVSKEEIEDIFLDLVNKFGFQRDSMRNMYDHLMTMLDSRASRMTPNQALLSLHADYIGGDNANYRRWYFAAHLDLDDAVGFANMKLGKADRKTRKARKAAKKAAQQNPENVEETLEALEGDNSLEAAEYRWKTRMNKMSQHDRVRQLALFLLCWGEANQVRFLPECLCFIFKCADDYYNSPECQNRVEPVEEFTYLNEIITPLYQYCRDQGYEIVDGKYVRRERDHNQIIGYDDMNQLFWYPEGIERIALEDKTRLVDIPPAERWTKLKDVVWKKAFFKTYKETRSWFHMITNFNRIWVIHLGAFWF.... The small molecule is N[C@H]1CCN(C(=O)CN(CC(=O)NCc2cc(C(F)(F)F)cc(C(F)(F)F)c2)c2cccc(Oc3ccccc3)c2)C1. (5) The compound is CCCOc1ccc(-c2ccc(-c3ccccc3Cl)n2CC(=O)NC(=N)NCCCO)cc1. The target protein (P0DJD7) has sequence MKWLLLLGLVALSECIMYKVPLIRKKSLRRTLSERGLLKDFLKKHNLNPARKYFPQWEAPTLVDEQPLENYLDMEYFGTIGIGTPAQDFTVVFDTGSSNLWVPSVYCSSLACTNHNRFNPEDSSTYQSTSETVSITYGTGSMTGILGYDTVQVGGISDTNQIFGLSETEPGSFLYYAPFDGILGLAYPSISSSGATPVFDNIWNQGLVSQDLFSVYLSADDQSGSVVIFGGIDSSYYTGSLNWVPVTVEGYWQITVDSITMNGEAIACAEGCQAIVDTGTSLLTGPTSPIANIQSDIGASENSDGDMVVSCSAISSLPDIVFTINGVQYPVPPSAYILQSEGSCISGFQGMNLPTESGELWILGDVFIRQYFTVFDRANNQVGLAPVA. The pIC50 is 4.3.